From a dataset of NCI-60 drug combinations with 297,098 pairs across 59 cell lines. Regression. Given two drug SMILES strings and cell line genomic features, predict the synergy score measuring deviation from expected non-interaction effect. (1) Drug 1: CCC(=C(C1=CC=CC=C1)C2=CC=C(C=C2)OCCN(C)C)C3=CC=CC=C3.C(C(=O)O)C(CC(=O)O)(C(=O)O)O. Drug 2: CC1CCCC2(C(O2)CC(NC(=O)CC(C(C(=O)C(C1O)C)(C)C)O)C(=CC3=CSC(=N3)C)C)C. Cell line: A549. Synergy scores: CSS=63.6, Synergy_ZIP=6.57, Synergy_Bliss=4.16, Synergy_Loewe=-19.6, Synergy_HSA=4.76. (2) Drug 1: C1=CC(=CC=C1CCCC(=O)O)N(CCCl)CCCl. Drug 2: C1=NC(=NC(=O)N1C2C(C(C(O2)CO)O)O)N. Cell line: HCT116. Synergy scores: CSS=47.6, Synergy_ZIP=-6.17, Synergy_Bliss=-4.92, Synergy_Loewe=-4.43, Synergy_HSA=-2.12. (3) Drug 1: CN1C(=O)N2C=NC(=C2N=N1)C(=O)N. Drug 2: C#CCC(CC1=CN=C2C(=N1)C(=NC(=N2)N)N)C3=CC=C(C=C3)C(=O)NC(CCC(=O)O)C(=O)O. Cell line: COLO 205. Synergy scores: CSS=53.1, Synergy_ZIP=6.55, Synergy_Bliss=1.78, Synergy_Loewe=-18.2, Synergy_HSA=-1.29. (4) Drug 1: CC1=CC=C(C=C1)C2=CC(=NN2C3=CC=C(C=C3)S(=O)(=O)N)C(F)(F)F. Drug 2: CC1=C2C(C(=O)C3(C(CC4C(C3C(C(C2(C)C)(CC1OC(=O)C(C(C5=CC=CC=C5)NC(=O)C6=CC=CC=C6)O)O)OC(=O)C7=CC=CC=C7)(CO4)OC(=O)C)O)C)OC(=O)C. Cell line: MCF7. Synergy scores: CSS=15.6, Synergy_ZIP=6.70, Synergy_Bliss=5.71, Synergy_Loewe=-46.0, Synergy_HSA=-0.620. (5) Drug 1: C1CCN(CC1)CCOC2=CC=C(C=C2)C(=O)C3=C(SC4=C3C=CC(=C4)O)C5=CC=C(C=C5)O. Drug 2: CS(=O)(=O)OCCCCOS(=O)(=O)C. Cell line: HOP-92. Synergy scores: CSS=6.43, Synergy_ZIP=-0.803, Synergy_Bliss=3.27, Synergy_Loewe=-1.42, Synergy_HSA=-1.25.